The task is: Predict the reaction yield, written as a fraction of the theoretical maximum amount of product (1.0 means a 100% yield; for example, 0.34 means a 34% yield).. This data is from Reaction yield outcomes from USPTO patents with 853,638 reactions. (1) The reactants are F[C:2](F)(F)[C:3](O)=[O:4].[N+:8]([C:11]1[CH:12]=[C:13]([CH:31]=[CH:32][CH:33]=1)[CH2:14][NH:15][CH2:16][C:17]1[CH:18]=[C:19]([NH:23][C:24](=[O:30])[O:25][C:26]([CH3:29])([CH3:28])[CH3:27])[CH:20]=[CH:21][CH:22]=1)([O-:10])=[O:9].N1C=CC=CC=1.C(OC(=O)C)(=O)C. The catalyst is C(#N)C.CN(C)C1C=CN=CC=1. The product is [C:3]([N:15]([CH2:16][C:17]1[CH:18]=[C:19]([NH:23][C:24](=[O:30])[O:25][C:26]([CH3:28])([CH3:29])[CH3:27])[CH:20]=[CH:21][CH:22]=1)[CH2:14][C:13]1[CH:31]=[CH:32][CH:33]=[C:11]([N+:8]([O-:10])=[O:9])[CH:12]=1)(=[O:4])[CH3:2]. The yield is 0.700. (2) The catalyst is N1C=CC=CC=1. The reactants are [C:1]([O:5][C:6](=[O:27])[NH:7][C:8]1[CH:13]=[C:12]([O:14][C:15]2[N:20]=[C:19]3[S:21][C:22]([NH2:24])=[N:23][C:18]3=[CH:17][CH:16]=2)[C:11]([Cl:25])=[CH:10][C:9]=1[F:26])([CH3:4])([CH3:3])[CH3:2].[C:28](Cl)(=[O:31])[CH2:29][CH3:30].C(=O)([O-])O.[Na+]. The product is [C:1]([O:5][C:6](=[O:27])[NH:7][C:8]1[CH:13]=[C:12]([O:14][C:15]2[N:20]=[C:19]3[S:21][C:22]([NH:24][C:28](=[O:31])[CH2:29][CH3:30])=[N:23][C:18]3=[CH:17][CH:16]=2)[C:11]([Cl:25])=[CH:10][C:9]=1[F:26])([CH3:4])([CH3:2])[CH3:3]. The yield is 0.880. (3) The reactants are Cl[CH2:2][C:3]1[CH:8]=[C:7]([F:9])[CH:6]=[C:5]([O:10][CH2:11][CH2:12][O:13][CH3:14])[C:4]=1[O:15][CH2:16][CH2:17][O:18][CH3:19].[C-:20]#[N:21].[K+]. The catalyst is CN(C)C=O.C(OCC)(=O)C. The product is [F:9][C:7]1[CH:6]=[C:5]([O:10][CH2:11][CH2:12][O:13][CH3:14])[C:4]([O:15][CH2:16][CH2:17][O:18][CH3:19])=[C:3]([CH2:2][C:20]#[N:21])[CH:8]=1. The yield is 0.850. (4) The reactants are Br[C:2]1[CH:7]=[CH:6][C:5]([CH2:8][CH2:9][NH:10][C:11]([C:24]2[CH:29]=[CH:28][CH:27]=[CH:26][CH:25]=2)([C:18]2[CH:23]=[CH:22][CH:21]=[CH:20][CH:19]=2)[C:12]2[CH:17]=[CH:16][CH:15]=[CH:14][CH:13]=2)=[CH:4][CH:3]=1.C([Li])CCC.[CH2:35]([O:42][C@@H:43]1[C@@H:49]([O:50][CH2:51][C:52]2[CH:57]=[CH:56][CH:55]=[CH:54][CH:53]=2)[C@H:48]([O:58][CH2:59][C:60]2[CH:65]=[CH:64][CH:63]=[CH:62][CH:61]=2)[C@@H:47]([CH2:66][O:67][CH2:68][C:69]2[CH:74]=[CH:73][CH:72]=[CH:71][CH:70]=2)[O:46][C:44]1([C:75]1[CH:80]=[C:79]([CH:81]=[O:82])[C:78]([CH3:83])=[CH:77][C:76]=1[O:84][CH2:85][C:86]1[CH:91]=[CH:90][CH:89]=[CH:88][CH:87]=1)[OH:45])[C:36]1[CH:41]=[CH:40][CH:39]=[CH:38][CH:37]=1. The catalyst is O.O1CCCC1.CCCCCC. The product is [CH2:35]([O:42][C@@H:43]1[C@@H:49]([O:50][CH2:51][C:52]2[CH:53]=[CH:54][CH:55]=[CH:56][CH:57]=2)[C@H:48]([O:58][CH2:59][C:60]2[CH:65]=[CH:64][CH:63]=[CH:62][CH:61]=2)[C@@H:47]([CH2:66][O:67][CH2:68][C:69]2[CH:70]=[CH:71][CH:72]=[CH:73][CH:74]=2)[O:46][C:44]1([C:75]1[CH:80]=[C:79]([CH:81]([OH:82])[C:2]2[CH:3]=[CH:4][C:5]([CH2:8][CH2:9][NH:10][C:11]([C:24]3[CH:29]=[CH:28][CH:27]=[CH:26][CH:25]=3)([C:12]3[CH:13]=[CH:14][CH:15]=[CH:16][CH:17]=3)[C:18]3[CH:23]=[CH:22][CH:21]=[CH:20][CH:19]=3)=[CH:6][CH:7]=2)[C:78]([CH3:83])=[CH:77][C:76]=1[O:84][CH2:85][C:86]1[CH:87]=[CH:88][CH:89]=[CH:90][CH:91]=1)[OH:45])[C:36]1[CH:41]=[CH:40][CH:39]=[CH:38][CH:37]=1. The yield is 0.640.